This data is from Reaction yield outcomes from USPTO patents with 853,638 reactions. The task is: Predict the reaction yield, written as a fraction of the theoretical maximum amount of product (1.0 means a 100% yield; for example, 0.34 means a 34% yield). The reactants are [OH-].[Na+].[C:3]([C:6]1[CH:11]=[CH:10][CH:9]=[CH:8][CH:7]=1)(=[O:5])[CH3:4].[C:12]([C:15]1[CH:22]=[CH:21][C:18]([CH:19]=O)=[CH:17][CH:16]=1)([OH:14])=[O:13].Cl. The catalyst is O.C(O)C. The product is [O:5]=[C:3]([C:6]1[CH:11]=[CH:10][CH:9]=[CH:8][CH:7]=1)[CH:4]=[CH:19][C:18]1[CH:21]=[CH:22][C:15]([C:12]([OH:14])=[O:13])=[CH:16][CH:17]=1. The yield is 0.380.